The task is: Regression. Given two drug SMILES strings and cell line genomic features, predict the synergy score measuring deviation from expected non-interaction effect.. This data is from NCI-60 drug combinations with 297,098 pairs across 59 cell lines. (1) Drug 1: CCC(=C(C1=CC=CC=C1)C2=CC=C(C=C2)OCCN(C)C)C3=CC=CC=C3.C(C(=O)O)C(CC(=O)O)(C(=O)O)O. Drug 2: CC1=C(C=C(C=C1)NC(=O)C2=CC=C(C=C2)CN3CCN(CC3)C)NC4=NC=CC(=N4)C5=CN=CC=C5. Cell line: HL-60(TB). Synergy scores: CSS=11.1, Synergy_ZIP=2.95, Synergy_Bliss=-0.616, Synergy_Loewe=-6.66, Synergy_HSA=-3.45. (2) Drug 1: C1CCC(C1)C(CC#N)N2C=C(C=N2)C3=C4C=CNC4=NC=N3. Drug 2: COC1=CC(=CC(=C1O)OC)C2C3C(COC3=O)C(C4=CC5=C(C=C24)OCO5)OC6C(C(C7C(O6)COC(O7)C8=CC=CS8)O)O. Cell line: HOP-92. Synergy scores: CSS=33.7, Synergy_ZIP=-9.49, Synergy_Bliss=-13.2, Synergy_Loewe=-35.7, Synergy_HSA=-11.6.